From a dataset of Full USPTO retrosynthesis dataset with 1.9M reactions from patents (1976-2016). Predict the reactants needed to synthesize the given product. (1) Given the product [NH:14]1[CH2:15][CH2:16][N:12]=[C:13]1[NH:11][CH:8]1[C:9]2[C:5](=[CH:4][CH:3]=[C:2]([CH3:1])[CH:10]=2)[CH2:6][CH2:7]1, predict the reactants needed to synthesize it. The reactants are: [CH3:1][C:2]1[CH:10]=[C:9]2[C:5]([CH2:6][CH2:7][CH:8]2[NH2:11])=[CH:4][CH:3]=1.[NH:12]1[CH2:16][CH2:15][N:14]=[C:13]1S(O)(=O)=O. (2) Given the product [CH2:11]([O:8][C:3]1[C:2]([Br:1])=[CH:7][CH:6]=[CH:5][N:4]=1)[C:12]1[CH:17]=[CH:16][CH:15]=[CH:14][CH:13]=1, predict the reactants needed to synthesize it. The reactants are: [Br:1][C:2]1[C:3]([OH:8])=[N:4][CH:5]=[CH:6][CH:7]=1.[H-].[Na+].[CH2:11](Br)[C:12]1[CH:17]=[CH:16][CH:15]=[CH:14][CH:13]=1. (3) Given the product [Cl:3][C:4]1[CH:5]=[C:6]2[C:11](=[CH:12][CH:13]=1)[N:10]=[CH:9][C:8]([O:19][CH2:16][CH3:23])=[CH:7]2, predict the reactants needed to synthesize it. The reactants are: N#N.[Cl:3][C:4]1[CH:5]=[C:6]2[C:11](=[CH:12][CH:13]=1)[N:10]=[CH:9][C:8](C=O)=[CH:7]2.[C:16]([O-:19])([O-])=O.[K+].[K+].I[CH2:23]C. (4) Given the product [CH2:1]([O:8][C:9]([N:11]1[CH2:16][CH2:15][CH:14]([OH:17])[CH:13]([NH:18][C:53]([O:52][C:48]([CH3:51])([CH3:50])[CH3:49])=[O:54])[CH2:12]1)=[O:10])[C:2]1[CH:7]=[CH:6][CH:5]=[CH:4][CH:3]=1, predict the reactants needed to synthesize it. The reactants are: [CH2:1]([O:8][C:9]([N:11]1[CH2:16][CH2:15][CH:14]([OH:17])[CH:13]([N:18]=[N+]=[N-])[CH2:12]1)=[O:10])[C:2]1[CH:7]=[CH:6][CH:5]=[CH:4][CH:3]=1.C1(P(C2C=CC=CC=2)C2C=CC=CC=2)C=CC=CC=1.O.C(N(CC)CC)C.[C:48]([O:52][C:53](O[C:53]([O:52][C:48]([CH3:51])([CH3:50])[CH3:49])=[O:54])=[O:54])([CH3:51])([CH3:50])[CH3:49]. (5) The reactants are: [CH2:1]([O:3][C:4]1[CH:5]=[C:6]([NH:13][CH2:14][CH2:15][C:16]2[CH:21]=[CH:20][C:19]([C:22]([F:25])([F:24])[F:23])=[CH:18][CH:17]=2)[CH:7]=[CH:8][C:9]=1[O:10][CH2:11][CH3:12])[CH3:2].[CH3:26][O:27][C:28]1[CH:33]=[CH:32][CH:31]=[CH:30][C:29]=1[CH2:34][C:35](O)=[O:36]. Given the product [CH2:1]([O:3][C:4]1[CH:5]=[C:6]([N:13]([CH2:14][CH2:15][C:16]2[CH:17]=[CH:18][C:19]([C:22]([F:23])([F:24])[F:25])=[CH:20][CH:21]=2)[C:35](=[O:36])[CH2:34][C:29]2[CH:30]=[CH:31][CH:32]=[CH:33][C:28]=2[O:27][CH3:26])[CH:7]=[CH:8][C:9]=1[O:10][CH2:11][CH3:12])[CH3:2], predict the reactants needed to synthesize it. (6) Given the product [CH3:29][C:28]1[C:23]([N:20]2[CH2:21][CH2:22][N:17]([C:15]([C:5]3[CH:4]=[CH:3][C:2]([N:33]4[C@H:32]([CH3:31])[CH2:36][O:35][C:34]4=[O:37])=[CH:7][C:6]=3[N:8]3[CH2:12][CH2:11][N:10]([CH3:13])[C:9]3=[O:14])=[O:16])[CH2:18][CH2:19]2)=[N:24][CH:25]=[C:26]([CH3:30])[CH:27]=1, predict the reactants needed to synthesize it. The reactants are: Cl[C:2]1[CH:3]=[CH:4][C:5]([C:15]([N:17]2[CH2:22][CH2:21][N:20]([C:23]3[C:28]([CH3:29])=[CH:27][C:26]([CH3:30])=[CH:25][N:24]=3)[CH2:19][CH2:18]2)=[O:16])=[C:6]([N:8]2[CH2:12][CH2:11][N:10]([CH3:13])[C:9]2=[O:14])[CH:7]=1.[CH3:31][C@@H:32]1[CH2:36][O:35][C:34](=[O:37])[NH:33]1. (7) Given the product [C:1]([O:5][C:6]([N:8]1[CH2:13][CH2:12][C:11](=[C:14]2[C:20]3[CH:21]=[CH:22][C:23]([Cl:25])=[CH:24][C:19]=3[C:18]([CH:26]([NH2:33])[C:27]3[N:28]([CH3:32])[CH:29]=[N:30][CH:31]=3)=[CH:17][C:16]3[CH:36]=[CH:37][CH:38]=[CH:39][C:15]2=3)[CH2:10][CH2:9]1)=[O:7])([CH3:4])([CH3:2])[CH3:3], predict the reactants needed to synthesize it. The reactants are: [C:1]([O:5][C:6]([N:8]1[CH2:13][CH2:12][C:11](=[C:14]2[C:20]3[CH:21]=[CH:22][C:23]([Cl:25])=[CH:24][C:19]=3[C:18]([CH:26]([N:33]=[N+]=[N-])[C:27]3[N:28]([CH3:32])[CH:29]=[N:30][CH:31]=3)=[CH:17][C:16]3[CH:36]=[CH:37][CH:38]=[CH:39][C:15]2=3)[CH2:10][CH2:9]1)=[O:7])([CH3:4])([CH3:3])[CH3:2].O.O.Cl[Sn]Cl.[OH-].[Na+].